This data is from Catalyst prediction with 721,799 reactions and 888 catalyst types from USPTO. The task is: Predict which catalyst facilitates the given reaction. (1) Reactant: [CH3:1][O:2][C:3]([CH2:5][C@H:6]1[CH2:11][N:10]([S:12]([C:15]2[CH:24]=[CH:23][C:22]3[C:17](=[CH:18][CH:19]=[C:20]([Cl:25])[CH:21]=3)[CH:16]=2)(=[O:14])=[O:13])[CH2:9][C@H:8]([CH2:26][C:27]([O:29][CH3:30])=[O:28])[NH:7]1)=[O:4].C(N(CC)C(C)C)(C)C.[Br:40][C:41]1[CH:49]=[CH:48][C:44]([C:45](Cl)=[O:46])=[CH:43][CH:42]=1.O. Product: [CH3:30][O:29][C:27]([CH2:26][C@H:8]1[CH2:9][N:10]([S:12]([C:15]2[CH:24]=[CH:23][C:22]3[C:17](=[CH:18][CH:19]=[C:20]([Cl:25])[CH:21]=3)[CH:16]=2)(=[O:13])=[O:14])[CH2:11][C@H:6]([CH2:5][C:3]([O:2][CH3:1])=[O:4])[N:7]1[C:45](=[O:46])[C:44]1[CH:48]=[CH:49][C:41]([Br:40])=[CH:42][CH:43]=1)=[O:28]. The catalyst class is: 4. (2) The catalyst class is: 17. Reactant: Br[C:2]1[CH:16]=[CH:15][CH:14]=[CH:13][C:3]=1[C:4]([NH:6][C:7]1[CH:8]=[N:9][CH:10]=[CH:11][CH:12]=1)=[O:5].Br[C:18]1[CH:26]=CC=C[C:19]=1C([Cl:22])=O.NC1C=NC=CC=1. Product: [ClH:22].[CH2:19]([N:9]1[CH2:10][CH2:11][CH2:12][C:7]2([C:13]3[C:3](=[CH:2][CH:16]=[CH:15][CH:14]=3)[C:4](=[O:5])[NH:6]2)[CH2:8]1)[CH2:18][CH3:26].